Dataset: CYP3A4 inhibition data for predicting drug metabolism from PubChem BioAssay. Task: Regression/Classification. Given a drug SMILES string, predict its absorption, distribution, metabolism, or excretion properties. Task type varies by dataset: regression for continuous measurements (e.g., permeability, clearance, half-life) or binary classification for categorical outcomes (e.g., BBB penetration, CYP inhibition). Dataset: cyp3a4_veith. (1) The drug is c1ccc(CCNCc2ccco2)nc1. The result is 0 (non-inhibitor). (2) The drug is O=C(Nc1nnc(C2CC2)s1)c1cc(S(=O)(=O)N2CCN(c3ccccc3)CC2)ccc1Cl. The result is 1 (inhibitor). (3) The compound is CCC(C)(C)C(=O)O[C@@H]1C[C@H](C)C=C2C=C[C@H](C)[C@@H](CC[C@H]3C[C@@H](O)CC(=O)O3)[C@H]21. The result is 1 (inhibitor). (4) The compound is O=[N+]([O-])c1ccc(Cl)c(CNc2ncnc3c2ncn3[C@@H]2CCCCO2)c1. The result is 0 (non-inhibitor). (5) The molecule is NC1CCCCC1.NP(=O)(O)N(CCCl)CCCl. The result is 0 (non-inhibitor). (6) The drug is CC(=O)N[C@@H]1[C@@H](O)O[C@@H](CO)[C@@H](O)[C@@H]1O[C@@H](C)C(=O)O. The result is 0 (non-inhibitor). (7) The molecule is CCCCOc1ccc(C(=O)CCN2CCCCC2)cc1. The result is 0 (non-inhibitor).